Dataset: Full USPTO retrosynthesis dataset with 1.9M reactions from patents (1976-2016). Task: Predict the reactants needed to synthesize the given product. (1) Given the product [CH:17]1[CH:16]=[CH:15][C:14]([N:13]([C:24]2[CH:25]=[CH:26][C:21]([Br:20])=[CH:22][CH:23]=2)[C:7]2[CH:8]=[CH:9][CH:10]=[CH:11][CH:12]=2)=[CH:19][CH:18]=1, predict the reactants needed to synthesize it. The reactants are: CNCCNC.[C:7]1([NH:13][C:14]2[CH:19]=[CH:18][CH:17]=[CH:16][CH:15]=2)[CH:12]=[CH:11][CH:10]=[CH:9][CH:8]=1.[Br:20][C:21]1[CH:26]=[CH:25][C:24](I)=[CH:23][CH:22]=1. (2) Given the product [ClH:1].[Cl:1][C:2]1[CH:3]=[CH:4][C:5]([CH2:8][O:9][C:10]2[CH:15]=[CH:14][N:13]([C:16]3[CH:21]=[CH:20][C:19]4[C:22]5[CH2:23][NH:24][CH2:25][CH2:26][CH2:27][C:28]=5[O:29][C:18]=4[CH:17]=3)[C:12](=[O:30])[CH:11]=2)=[N:6][CH:7]=1, predict the reactants needed to synthesize it. The reactants are: [Cl:1][C:2]1[CH:3]=[CH:4][C:5]([CH2:8][O:9][C:10]2[CH:15]=[CH:14][N:13]([C:16]3[CH:21]=[CH:20][C:19]4[C:22]5[CH2:23][NH:24][CH2:25][CH2:26][CH2:27][C:28]=5[O:29][C:18]=4[CH:17]=3)[C:12](=[O:30])[CH:11]=2)=[N:6][CH:7]=1.Cl.CCOCC. (3) Given the product [F:30][C:2]([F:1])([F:29])[C:3]1[CH:4]=[C:5]([CH:13]([C:15]2[NH:19][N:18]=[N:17][N:16]=2)[OH:14])[CH:6]=[C:7]([C:9]([F:10])([F:11])[F:12])[CH:8]=1, predict the reactants needed to synthesize it. The reactants are: [F:1][C:2]([F:30])([F:29])[C:3]1[CH:4]=[C:5]([CH:13]([C:15]2[N:19](CC3C=CC(OC)=CC=3)[N:18]=[N:17][N:16]=2)[OH:14])[CH:6]=[C:7]([C:9]([F:12])([F:11])[F:10])[CH:8]=1.[N+]([O-])([O-])=O.[Ce].[NH4+].C([O-])(O)=O.[Na+].Cl.[Cl-].[Na+].O. (4) Given the product [NH2:1][C:2]1[N:7]=[CH:6][N:5]=[C:4]2[N:8]([CH:20]([C:22]3[N:23]([C:33]4[CH:34]=[CH:35][CH:36]=[CH:37][CH:38]=4)[C:24](=[O:32])[C:25]4[C:30](=[CH:29][CH:28]=[CH:27][CH:26]=4)[N:39]=3)[CH3:21])[N:9]=[C:10]([C:11]3[CH:16]=[CH:15][C:14]([O:17][CH3:18])=[C:13]([NH:19][S:46]([CH3:45])(=[O:48])=[O:47])[CH:12]=3)[C:3]=12, predict the reactants needed to synthesize it. The reactants are: [NH2:1][C:2]1[N:7]=[CH:6][N:5]=[C:4]2[N:8]([CH:20]([C:22]3[N:23]([C:33]4[CH:38]=[CH:37][CH:36]=[CH:35][CH:34]=4)[C:24](=[O:32])[C:25]4[C:30](C=3)=[CH:29][CH:28]=[CH:27][CH:26]=4)[CH3:21])[N:9]=[C:10]([C:11]3[CH:16]=[CH:15][C:14]([O:17][CH3:18])=[C:13]([NH2:19])[CH:12]=3)[C:3]=12.[N:39]1C=CC=CC=1.[CH3:45][S:46](Cl)(=[O:48])=[O:47]. (5) Given the product [C:1]([O:5][C:6](=[O:7])[C:8]1[CH:13]=[C:12]([O:14][CH2:15][CH2:16][CH2:17][CH2:18][CH2:19][CH2:20][C:21]2[CH:26]=[CH:25][CH:24]=[C:23]([O:27][CH2:28][CH2:29][CH2:30][C:31]([O:33][CH2:34][CH3:35])=[O:32])[C:22]=2[CH2:36][CH2:37][C:38]([O:40][CH2:41][CH3:42])=[O:39])[CH:11]=[C:10]([C:43]2[CH:48]=[CH:47][C:46]3[O:54][CH2:55][O:72][C:45]=3[CH:44]=2)[CH:9]=1)([CH3:4])([CH3:3])[CH3:2], predict the reactants needed to synthesize it. The reactants are: [C:1]([O:5][C:6]([C:8]1[CH:9]=[C:10]([C:43]2[CH:48]=[CH:47][CH:46]=[C:45](F)[CH:44]=2)[CH:11]=[C:12]([O:14][CH2:15][CH2:16][CH2:17][CH2:18][CH2:19][CH2:20][C:21]2[CH:26]=[CH:25][CH:24]=[C:23]([O:27][CH2:28][CH2:29][CH2:30][C:31]([O:33][CH2:34][CH3:35])=[O:32])[C:22]=2[CH2:36][CH2:37][C:38]([O:40][CH2:41][CH3:42])=[O:39])[CH:13]=1)=[O:7])([CH3:4])([CH3:3])[CH3:2].C([O:54][C:55](=[O:72])C1C=C(O)C=C(C2C=CC3OCOC=3C=2)C=1)(C)(C)C. (6) Given the product [O:28]1[C:27]2[CH:31]=[CH:32][C:24]([O:23][C:18]3[C:17]([C:15]([NH:14][CH2:13][C:10]4[CH:11]=[CH:12][C:7]([O:6][C@H:4]([CH3:5])[C:3]([OH:34])=[O:2])=[CH:8][C:9]=4[F:33])=[O:16])=[CH:22][CH:21]=[CH:20][N:19]=3)=[CH:25][C:26]=2[O:30][CH2:29]1, predict the reactants needed to synthesize it. The reactants are: C[O:2][C:3](=[O:34])[C@H:4]([O:6][C:7]1[CH:12]=[CH:11][C:10]([CH2:13][NH:14][C:15]([C:17]2[C:18]([O:23][C:24]3[CH:32]=[CH:31][C:27]4[O:28][CH2:29][O:30][C:26]=4[CH:25]=3)=[N:19][CH:20]=[CH:21][CH:22]=2)=[O:16])=[C:9]([F:33])[CH:8]=1)[CH3:5].COC(=O)COC1C=CC(CNC(C2C(OC3C=CC4OCOC=4C=3)=NC=CC=2)=O)=C(F)C=1. (7) Given the product [F:49][C:48]([F:51])([F:50])[C:46]([OH:52])=[O:47].[NH:27]([C:24]1[CH:23]=[CH:22][C:21]([C:20]([O:19][C:17]2[CH:16]=[CH:15][C:14]([CH:32]3[CH2:33][CH2:34][CH2:35][CH2:36][CH2:37]3)=[C:13]([C:10]3[CH2:9][C:8]([CH2:7][C:6]([OH:45])=[O:5])([C:38]([OH:40])=[O:39])[O:12][N:11]=3)[CH:18]=2)=[O:31])=[CH:26][CH:25]=1)[C:28]([NH2:30])=[NH:29], predict the reactants needed to synthesize it. The reactants are: C([O:5][C:6](=[O:45])[CH2:7][C:8]1([C:38]([O:40]C(C)(C)C)=[O:39])[O:12][N:11]=[C:10]([C:13]2[CH:18]=[C:17]([O:19][C:20](=[O:31])[C:21]3[CH:26]=[CH:25][C:24]([NH:27][C:28]([NH2:30])=[NH:29])=[CH:23][CH:22]=3)[CH:16]=[CH:15][C:14]=2[CH:32]2[CH2:37][CH2:36][CH2:35][CH2:34][CH2:33]2)[CH2:9]1)(C)(C)C.[C:46]([OH:52])([C:48]([F:51])([F:50])[F:49])=[O:47]. (8) Given the product [F:8][C:9]1[CH:14]=[CH:13][C:12]([N:15]2[CH:19]=[C:18]([C:2]3[N:6]([CH3:7])[N:5]=[CH:4][CH:3]=3)[CH:17]=[N:16]2)=[CH:11][CH:10]=1, predict the reactants needed to synthesize it. The reactants are: I[C:2]1[N:6]([CH3:7])[N:5]=[CH:4][CH:3]=1.[F:8][C:9]1[CH:14]=[CH:13][C:12]([N:15]2[CH:19]=[C:18](B(O)O)[CH:17]=[N:16]2)=[CH:11][CH:10]=1.C(=O)([O-])[O-].[Na+].[Na+].C(O)C.